This data is from Full USPTO retrosynthesis dataset with 1.9M reactions from patents (1976-2016). The task is: Predict the reactants needed to synthesize the given product. (1) Given the product [CH2:31]1[C:32]2[C:37](=[CH:36][CH:35]=[CH:34][CH:33]=2)[CH2:29][CH:30]1[C@@H:38]([NH:42][C:43]([O:45][CH2:46][C:47]1[CH:48]=[CH:49][CH:50]=[CH:51][CH:52]=1)=[O:44])[C:39]([N:16]([CH:8]([C:7]1[C:2]([CH3:1])=[N:3][C:4]([CH3:10])=[CH:5][CH:6]=1)[C:68](=[O:70])[NH:67][C:62]1[CH:63]=[CH:64][CH:65]=[CH:66][C:61]=1[O:60][CH2:53][C:54]1[CH:55]=[CH:56][CH:57]=[CH:58][CH:59]=1)[C@@H:15]([C:14]([O:13][CH3:12])=[O:21])[C@H:17]([CH2:19][CH3:20])[CH3:18])=[O:41], predict the reactants needed to synthesize it. The reactants are: [CH3:1][C:2]1[C:7]([CH:8]=O)=[CH:6][CH:5]=[C:4]([CH3:10])[N:3]=1.Cl.[CH3:12][O:13][C:14](=[O:21])[C@@H:15]([C@H:17]([CH2:19][CH3:20])[CH3:18])[NH2:16].C(N(CC)CC)C.[CH2:29]1[C:37]2[C:32](=[CH:33][CH:34]=[CH:35][CH:36]=2)[CH2:31][CH:30]1[C@@H:38]([NH:42][C:43]([O:45][CH2:46][C:47]1[CH:52]=[CH:51][CH:50]=[CH:49][CH:48]=1)=[O:44])[C:39]([OH:41])=O.[CH2:53]([O:60][C:61]1[CH:66]=[CH:65][CH:64]=[CH:63][C:62]=1[N+:67]#[C-:68])[C:54]1[CH:59]=[CH:58][CH:57]=[CH:56][CH:55]=1.C[OH:70]. (2) The reactants are: [F:1][CH:2]([F:26])[O:3][C:4]1[C:5]([OH:25])=[C:6](/[CH:10]=[CH:11]/[C:12]2[N:13]=[C:14]3[N:18]([C:19]=2[C:20]([O:22][CH2:23][CH3:24])=[O:21])[CH:17]=[CH:16][S:15]3)[CH:7]=[CH:8][CH:9]=1.Br[CH2:28][CH:29]1[CH2:32][CH2:31][CH2:30]1.C(=O)([O-])[O-].[K+].[K+]. Given the product [CH:29]1([CH2:28][O:25][C:5]2[C:4]([O:3][CH:2]([F:1])[F:26])=[CH:9][CH:8]=[CH:7][C:6]=2/[CH:10]=[CH:11]/[C:12]2[N:13]=[C:14]3[N:18]([C:19]=2[C:20]([O:22][CH2:23][CH3:24])=[O:21])[CH:17]=[CH:16][S:15]3)[CH2:32][CH2:31][CH2:30]1, predict the reactants needed to synthesize it. (3) The reactants are: C(OC(=O)[NH:7][C:8]1[CH:16]=[C:15]2[C:11]([CH:12]=[C:13]([C:17]3[C:22]([O:23][CH3:24])=[CH:21][CH:20]=[CH:19][C:18]=3[Cl:25])[NH:14]2)=[CH:10][CH:9]=1)(C)(C)C.FC(F)(F)C(O)=O. Given the product [Cl:25][C:18]1[CH:19]=[CH:20][CH:21]=[C:22]([O:23][CH3:24])[C:17]=1[C:13]1[NH:14][C:15]2[C:11]([CH:12]=1)=[CH:10][CH:9]=[C:8]([NH2:7])[CH:16]=2, predict the reactants needed to synthesize it. (4) The reactants are: [Cl:1][C:2]1[CH:7]=[CH:6][C:5]([C:8]2[C:14]3[CH:15]=[C:16]([O:19][CH3:20])[CH:17]=[CH:18][C:13]=3[N:12]3[C:21]([CH3:24])=[N:22][N:23]=[C:11]3[C@H:10]([CH2:25][C:26]([NH:28][CH2:29][CH2:30][O:31][CH2:32][CH2:33][O:34][CH2:35][CH2:36][O:37][CH2:38][CH2:39][O:40][CH2:41][CH2:42][O:43][CH2:44][CH2:45][O:46][CH2:47][CH2:48][O:49][CH2:50][CH2:51][O:52][CH2:53][CH2:54][O:55][CH2:56][CH2:57][OH:58])=[O:27])[N:9]=2)=[CH:4][CH:3]=1.C(N(CC)CC)C.[CH3:66][S:67](Cl)(=[O:69])=[O:68]. Given the product [CH3:66][S:67]([O:58][CH2:57][CH2:56][O:55][CH2:54][CH2:53][O:52][CH2:51][CH2:50][O:49][CH2:48][CH2:47][O:46][CH2:45][CH2:44][O:43][CH2:42][CH2:41][O:40][CH2:39][CH2:38][O:37][CH2:36][CH2:35][O:34][CH2:33][CH2:32][O:31][CH2:30][CH2:29][NH:28][C:26](=[O:27])[CH2:25][C@@H:10]1[N:9]=[C:8]([C:5]2[CH:6]=[CH:7][C:2]([Cl:1])=[CH:3][CH:4]=2)[C:14]2[CH:15]=[C:16]([O:19][CH3:20])[CH:17]=[CH:18][C:13]=2[N:12]2[C:21]([CH3:24])=[N:22][N:23]=[C:11]12)(=[O:69])=[O:68], predict the reactants needed to synthesize it. (5) Given the product [CH2:3]([O:10][C:11]1[CH:18]=[C:17]([C:19]([F:20])([F:21])[F:22])[CH:16]=[C:15]([O:23][CH3:24])[C:12]=1[C:13]([NH2:14])=[O:1])[C:4]1[CH:5]=[CH:6][CH:7]=[CH:8][CH:9]=1, predict the reactants needed to synthesize it. The reactants are: [OH-:1].[Na+].[CH2:3]([O:10][C:11]1[CH:18]=[C:17]([C:19]([F:22])([F:21])[F:20])[CH:16]=[C:15]([O:23][CH3:24])[C:12]=1[C:13]#[N:14])[C:4]1[CH:9]=[CH:8][CH:7]=[CH:6][CH:5]=1. (6) Given the product [CH3:1][O:2][C:3]1[CH:4]=[C:5]2[C:10](=[CH:11][C:12]=1[O:13][CH3:14])[N:9]=[CH:8][CH:7]=[C:6]2[O:15][C:16]1[CH:22]=[CH:21][C:19]([NH:20][C:27](=[O:33])[O:28][C:29]2[CH:41]=[CH:40][CH:39]=[CH:38][C:37]=2[O:36][CH3:35])=[CH:18][CH:17]=1, predict the reactants needed to synthesize it. The reactants are: [CH3:1][O:2][C:3]1[CH:4]=[C:5]2[C:10](=[CH:11][C:12]=1[O:13][CH3:14])[N:9]=[CH:8][CH:7]=[C:6]2[O:15][C:16]1[CH:22]=[CH:21][C:19]([NH2:20])=[CH:18][CH:17]=1.ClC(Cl)(O[C:27](=[O:33])[O:28][C:29](Cl)(Cl)Cl)Cl.[CH3:35][O:36][C:37]1C=[CH:41][CH:40]=[CH:39][C:38]=1O.C(=O)(O)[O-].[Na+]. (7) Given the product [CH2:17]([O:16][CH:5]([CH2:6][C:7]1[CH:15]=[C:14]2[C:10]([CH:11]=[CH:12][N:13]2[CH2:21][C:22]2[N:23]=[C:24]([C:27]3[CH:32]=[CH:31][C:30]([CH:33]([CH3:35])[CH3:34])=[CH:29][CH:28]=3)[S:25][CH:26]=2)=[CH:9][CH:8]=1)[C:4]([OH:3])=[O:19])[CH3:18], predict the reactants needed to synthesize it. The reactants are: C([O:3][C:4](=[O:19])[CH:5]([O:16][CH2:17][CH3:18])[CH2:6][C:7]1[CH:15]=[C:14]2[C:10]([CH:11]=[CH:12][NH:13]2)=[CH:9][CH:8]=1)C.Cl[CH2:21][C:22]1[N:23]=[C:24]([C:27]2[CH:32]=[CH:31][C:30]([CH:33]([CH3:35])[CH3:34])=[CH:29][CH:28]=2)[S:25][CH:26]=1.